Dataset: Full USPTO retrosynthesis dataset with 1.9M reactions from patents (1976-2016). Task: Predict the reactants needed to synthesize the given product. (1) The reactants are: [Si]([O:8][CH2:9][CH2:10][N:11]([CH:38]([CH3:40])[CH3:39])[C:12]([C:14]1[C:19]([O:20][CH2:21][C:22]2[CH:27]=[CH:26][CH:25]=[CH:24][CH:23]=2)=[C:18]([OH:28])[N:17]=[C:16]([CH2:29][C:30]2[CH:35]=[CH:34][C:33]([Cl:36])=[CH:32][C:31]=2[Br:37])[N:15]=1)=[O:13])(C(C)(C)C)(C)C.C(OCC)(=O)C. Given the product [OH:8][CH2:9][CH2:10][N:11]([CH:38]([CH3:40])[CH3:39])[C:12]([C:14]1[C:19]([O:20][CH2:21][C:22]2[CH:23]=[CH:24][CH:25]=[CH:26][CH:27]=2)=[C:18]([OH:28])[N:17]=[C:16]([CH2:29][C:30]2[CH:35]=[CH:34][C:33]([Cl:36])=[CH:32][C:31]=2[Br:37])[N:15]=1)=[O:13], predict the reactants needed to synthesize it. (2) Given the product [CH2:24]([C:26](=[CH2:27])[CH2:29][NH:1][C:2]1[CH:3]=[C:4]([C:8]2[N:13]3[N:14]=[CH:15][C:16]([C:17]([C:19]4[S:20][CH:21]=[CH:22][CH:23]=4)=[O:18])=[C:12]3[N:11]=[CH:10][CH:9]=2)[CH:5]=[CH:6][CH:7]=1)[CH3:25], predict the reactants needed to synthesize it. The reactants are: [NH2:1][C:2]1[CH:3]=[C:4]([C:8]2[N:13]3[N:14]=[CH:15][C:16]([C:17]([C:19]4[S:20][CH:21]=[CH:22][CH:23]=4)=[O:18])=[C:12]3[N:11]=[CH:10][CH:9]=2)[CH:5]=[CH:6][CH:7]=1.[CH2:24]([C:26](=[CH2:29])[CH:27]=O)[CH3:25]. (3) Given the product [CH3:17][C:16]1[O:15][N:14]=[C:13]([C:18]2[CH:19]=[CH:20][CH:21]=[CH:22][CH:23]=2)[C:12]=1[CH2:11][O:10][C:7]1[CH:8]=[CH:9][C:4]([C:3]([OH:24])=[O:2])=[CH:5][N:6]=1, predict the reactants needed to synthesize it. The reactants are: C[O:2][C:3](=[O:24])[C:4]1[CH:9]=[CH:8][C:7]([O:10][CH2:11][C:12]2[C:13]([C:18]3[CH:23]=[CH:22][CH:21]=[CH:20][CH:19]=3)=[N:14][O:15][C:16]=2[CH3:17])=[N:6][CH:5]=1.[OH-].[Na+]. (4) Given the product [CH3:8][C:7]1[O:6][C:5]([C:9]2[S:10][CH:11]=[CH:12][CH:13]=2)=[N:4][C:3]=1[CH2:2][O:14][C:15]1[CH:16]=[CH:17][C:18]([CH2:19][O:20]/[N:21]=[C:22](/[C:32]2[CH:33]=[CH:34][CH:35]=[CH:36][CH:37]=2)\[CH2:23][CH2:24][CH2:25][CH2:26][C:27]([O:29][CH2:30][CH3:31])=[O:28])=[CH:38][CH:39]=1, predict the reactants needed to synthesize it. The reactants are: Cl[CH2:2][C:3]1[N:4]=[C:5]([C:9]2[S:10][CH:11]=[CH:12][CH:13]=2)[O:6][C:7]=1[CH3:8].[OH:14][C:15]1[CH:39]=[CH:38][C:18]([CH2:19][O:20]/[N:21]=[C:22](/[C:32]2[CH:37]=[CH:36][CH:35]=[CH:34][CH:33]=2)\[CH2:23][CH2:24][CH2:25][CH2:26][C:27]([O:29][CH2:30][CH3:31])=[O:28])=[CH:17][CH:16]=1.C(=O)([O-])[O-].[K+].[K+].CN(C)C=O. (5) The reactants are: Cl.[Br:2][C:3]1[CH:4]=[C:5]([CH:9]2[CH2:13][CH2:12][CH2:11][NH:10]2)[CH:6]=[CH:7][CH:8]=1.[Li+].C[Si]([N-][Si](C)(C)C)(C)C.[CH3:24][C:25]([O:28][C:29](O[C:29]([O:28][C:25]([CH3:27])([CH3:26])[CH3:24])=[O:30])=[O:30])([CH3:27])[CH3:26].Cl. Given the product [C:25]([O:28][C:29]([N:10]1[CH2:11][CH2:12][CH2:13][CH:9]1[C:5]1[CH:6]=[CH:7][CH:8]=[C:3]([Br:2])[CH:4]=1)=[O:30])([CH3:27])([CH3:26])[CH3:24], predict the reactants needed to synthesize it. (6) Given the product [C:20]1([CH:26]([C:31]2[CH:36]=[CH:35][CH:34]=[CH:33][CH:32]=2)[CH2:27][C:28]2[S:29][C:2]3[CH2:11][CH2:10][C:9]4[C:4](=[CH:5][CH:6]=[CH:7][C:8]=4[O:12][CH2:13][C:14]([OH:16])=[O:15])[C:3]=3[N:30]=2)[CH:21]=[CH:22][CH:23]=[CH:24][CH:25]=1, predict the reactants needed to synthesize it. The reactants are: Br[CH:2]1[CH2:11][CH2:10][C:9]2[C:8]([O:12][CH2:13][C:14]([O:16]CC)=[O:15])=[CH:7][CH:6]=[CH:5][C:4]=2[C:3]1=O.[C:20]1([CH:26]([C:31]2[CH:36]=[CH:35][CH:34]=[CH:33][CH:32]=2)[CH2:27][C:28]([NH2:30])=[S:29])[CH:25]=[CH:24][CH:23]=[CH:22][CH:21]=1.